Dataset: Forward reaction prediction with 1.9M reactions from USPTO patents (1976-2016). Task: Predict the product of the given reaction. (1) Given the reactants [CH:1]1([C:4]2[CH:12]=[CH:11][C:7]([C:8]([OH:10])=[O:9])=[CH:6][C:5]=2[C:13](=[O:16])[CH2:14][CH3:15])CC1.BrC1C=C(C=CC=1C)C(O)=O.BrC1C=C(C=CC=1C1CC1)C(O)=O, predict the reaction product. The product is: [CH3:1][C:4]1[CH:12]=[CH:11][C:7]([C:8]([OH:10])=[O:9])=[CH:6][C:5]=1[C:13](=[O:16])[CH2:14][CH3:15]. (2) Given the reactants [F:1][C:2]([F:33])([F:32])[C:3]1[CH:4]=[C:5]([CH:25]=[C:26]([C:28]([F:31])([F:30])[F:29])[CH:27]=1)[CH2:6][N:7]([CH3:24])[C:8](=[O:23])[C:9]1[C:14]([C:15]2[CH:20]=[CH:19][CH:18]=[CH:17][C:16]=2[CH3:21])=[CH:13][C:12](I)=[N:11][CH:10]=1.C(N(CC)CC)C.[CH3:41][Si:42]([C:45]#[CH:46])([CH3:44])[CH3:43], predict the reaction product. The product is: [F:1][C:2]([F:33])([F:32])[C:3]1[CH:4]=[C:5]([CH:25]=[C:26]([C:28]([F:31])([F:30])[F:29])[CH:27]=1)[CH2:6][N:7]([CH3:24])[C:8](=[O:23])[C:9]1[C:14]([C:15]2[CH:20]=[CH:19][CH:18]=[CH:17][C:16]=2[CH3:21])=[CH:13][C:12]([C:46]#[C:45][Si:42]([CH3:44])([CH3:43])[CH3:41])=[N:11][CH:10]=1. (3) Given the reactants [Cl:1][C:2]1[C:3]([F:21])=[N:4][C:5]([F:20])=[C:6]([Cl:19])[C:7]=1[CH2:8][C:9]([O:11]CC1C=CC=CC=1)=[O:10], predict the reaction product. The product is: [Cl:19][C:6]1[C:5]([F:20])=[N:4][C:3]([F:21])=[C:2]([Cl:1])[C:7]=1[CH2:8][C:9]([OH:11])=[O:10].